From a dataset of NCI-60 drug combinations with 297,098 pairs across 59 cell lines. Regression. Given two drug SMILES strings and cell line genomic features, predict the synergy score measuring deviation from expected non-interaction effect. Drug 1: CCC1(CC2CC(C3=C(CCN(C2)C1)C4=CC=CC=C4N3)(C5=C(C=C6C(=C5)C78CCN9C7C(C=CC9)(C(C(C8N6C=O)(C(=O)OC)O)OC(=O)C)CC)OC)C(=O)OC)O.OS(=O)(=O)O. Drug 2: CC1CCC2CC(C(=CC=CC=CC(CC(C(=O)C(C(C(=CC(C(=O)CC(OC(=O)C3CCCCN3C(=O)C(=O)C1(O2)O)C(C)CC4CCC(C(C4)OC)OCCO)C)C)O)OC)C)C)C)OC. Cell line: MDA-MB-231. Synergy scores: CSS=15.1, Synergy_ZIP=-3.02, Synergy_Bliss=5.72, Synergy_Loewe=4.67, Synergy_HSA=5.43.